This data is from Drug-target binding data from BindingDB using Kd measurements. The task is: Regression. Given a target protein amino acid sequence and a drug SMILES string, predict the binding affinity score between them. We predict pKd (pKd = -log10(Kd in M); higher means stronger binding). Dataset: bindingdb_kd. (1) The small molecule is NS(=O)(=O)c1cccc(C(=O)Cn2cnc3ccccc32)c1. The target protein (P00917) has sequence MAHSDWGYDSPNGPEWVKLYPIANGNNQSPIDIKTSETKHDTSLKPFSVSYDPATAKEIVNVGHSFQVKFEDSDNRSVLKDGPLPGSYRLVQFHFHWGSTDDYGSEHTVDGVKYSAELHLVHWNSSKYSSFDEASSQADGLAILGVLMKVGEANPKLQKVLDALNEVKTKGKKAPFKNFDPSSLLPSSPDYWTYSGSLTHPPLYESVTWIVCKENISISSQQLSQFRSLLSNVEGGKAVPIQHNNRPPQPLKGRTVRAFF. The pKd is 8.7. (2) The small molecule is CSCC[C@H](N)C(=O)N[C@@H](C)C(=O)N[C@@H](CCCNC(=N)N)C(=O)N[C@H](C(=O)N[C@@H](CCCC[N+](C)(C)C)C(=O)N[C@@H](CCC(N)=O)C(=O)N[C@H](C(=O)N[C@@H](C)C(=O)N[C@@H](CCCNC(=N)N)C(=O)N[C@@H](CCCCN)C(=O)N[C@@H](CO)C(=O)N[C@H](C(=O)NCC(=O)NCC(=O)N[C@@H](CCCCN)C(=O)N[C@@H](C)C(=O)N1CCC[C@H]1C(=O)N[C@@H](CCCNC(=N)N)C(=O)N[C@@H](CCCCN)C(=O)N[C@@H](CCC(N)=O)C(=O)N[C@@H](CC(C)C)C(=O)N[C@@H](C)C(=O)N[C@H](C(=O)N[C@@H](CCCCN)C(=O)N[C@@H](C)C(=O)O)[C@@H](C)O)[C@@H](C)O)[C@@H](C)O)[C@@H](C)O. The target protein sequence is SEPQDDDYLYCEMCQNFFIDSCAAHGPPTFVKDSAVDKGHPNRSALSLPPGLRIGPSGIPQAGLGVWNEASDLPLGLHFGPYEGRITEDEEAANNGYSWLITKGRNCYEYVDGKDKSWANWMRYVNCARDDEEQNLVAFQYHRQIFYRTCRVIRPGCELLVWYGDEYGQELGIKWGSKWKKELMAGREPKP. The pKd is 4.9. (3) The small molecule is N#Cc1cnc2cc(OC[C@@H](O)CO)c(NC(=O)CC3CSSC3)cc2c1Nc1ccc(OCc2cccc(F)c2)c(Cl)c1. The target protein sequence is MRPSGTAGAALLALLAALCPASRALEEKKVCQGTSNKLTQLGTFEDHFLSLQRMFNNCEVVLGNLEITYVQRNYDLSFLKTIQEVAGYVLIALNTVERIPLENLQIIRGNMYYENSYALAVLSNYDANKTGLKELPMRNLQEILHGAVRFSNNPALCNVESIQWRDIVSSDFLSNMSMDFQNHLGSCQKCDPSCPNGSCWGAGEENCQKLTKIICAQQCSGRCRGKSPSDCCHNQCAAGCTGPRESDCLVCRKFRDEATCKDTCPPLMLYNPTTYQMDVNPEGKYSFGATCVKKCPRNYVVTDHGSCVRACGADSYEMEEDGVRKCKKCEGPCRKVCNGIGIGEFKDSLSINATNIKHFKNCTSISGDLHILPVAFRGDSFTHTPPLDPQELDILKTVKEITGFLLIQAWPENRTDLHAFENLEIIRGRTKQHGQFSLAVVSLNITSLGLRSLKEISDGDVIISGNKNLCYANTINWKKLFGTSGQKTKIISNRGENSCK.... The pKd is 7.3. (4) The small molecule is NCCN1C(=O)/C(=C/c2ccc3c(c2)OCO3)SC1=S. The target protein sequence is MAAAAAAGPEMVRGQVFDVGPRYTNLSYIGEGAYGMVCSAYDNLNKVRVAIKKISPFEHQTYCQRTLREIKILLRFRHENIIGINDIIRAPTIEQMKDVYIVQDLMETDLYKLLKTQHLSNDHICYFLYQILRGLKYIHSANVLHRDLKPSNLLLNTTCDLKICDFGLARVADPDHDHTGFLTEYVATRWYRAPEIMLNSKGYTKSIDIWSVGCILAEMLSNRPIFPGKHYLDQLNHILGILGSPSQEDLNCIINLKARNYLLSLPHKNKVPWNRLFPNADSKALDLLDKMLTFNPHKRIEVEQALAHPYLEQYYDPSNEPIAEAPFKFDMELDDLPKEKLKELIFEETARFQPGYRS. The pKd is 4.9. (5) The small molecule is Nc1ncc2ccccc2n1. The target protein (Q8CFK4) has sequence MNFNTILEEILIKRSQQKKKTSPLNYKERLFVLTKSVLSYYEGRAEKKYRKGVIDISKIKCVEIVKNDDGVIPCQNKFPFQVVHDANTLYIFAPSPQSRDRWVKKLKEEIKNNNNIMIKYHPKFWADGSYQCCRQTEKLAPGCEKYNLFESSIRKTLPPAPEIKKRRPPPPIPPEEENTEEIVVAMYDFQATEAHDLRLERGQEYIILEKNDLHWWRARDKYGWYCRNTNRSKAEQLLRTEDKEGGFMVRDSSQPGLYTVSLYTKFGGEGSSGFRHYHIKETATSPKKYYLAEKHAFGSIPEIIEYHKHNAAGLVTRLRYPVSTKGKNAPTTAGFSYDKWEINPSELTFMRELGSGLFGVVRLGKWRAQYKVAIKAIREGAMCEEDFIEEAKVMMKLTHPKLVQLYGVCTQQKPIYIVTEFMERGCLLNFLRQRQGHFSRDMLLSMCQDVCEGMEYLERNSFIHRDLAARNCLVNEAGVVKVSDFGMARYVLDDQYTSSS.... The pKd is 3.1. (6) The drug is CCCCCCCCCCCCCCCC(=O)NCC(=O)O. The target protein sequence is MTIKEMPQPKTFGELKNLPLLNTDKPVQALMKIADELGEIFKFEAPGRVTRYLSSQRLIKEACDESRFDKNLSQALKFVRDFAGDGLVTSWTHEKNWKKAHNILLPSFSQQAMKGYHAMMVDIAVQLVQKWERLNADEHIEVPEDMTRLTLDTIGLCGFNYRFNSFYRDQPHPFITSMVRALDEAMNKLQRANPDDPAYDENKRQFQEDIKVMNDLVDKIIADRKASGEQSDDLLTHMLNGKDPETGEPLDDENIRYQIITFLIAGHETTSGLLSFALYFLVKNPHVLQKAAEEAARVLVDPVPSYKQVKQLKYVGMVLNEALRLWPTAPAFSLYAKEDTVLGGEYPLEKGDELMVLIPQLHRDKTIWGDDVEEFRPERFENPSAIPQHAFKPFGNGQRACIGQQFALHEATLVLGMMLKHFDFEDHTNYELDIKETLTLKPEGFVVKAKSKKIPLGGIPSPSTEQSAKKVRKKAENAHNTPLLVLYGSNMGTAEGTARD.... The pKd is 6.7.